From a dataset of Forward reaction prediction with 1.9M reactions from USPTO patents (1976-2016). Predict the product of the given reaction. (1) Given the reactants O[CH2:2][C:3]1[CH:4]=[C:5]([C:14]([O:16][CH2:17][CH3:18])=[O:15])[CH:6]=[C:7]([CH:13]=1)[C:8]([O:10][CH2:11][CH3:12])=[O:9].[N-:19]=[N+:20]=[N-:21].N12CCCN=C1CCCCC2, predict the reaction product. The product is: [N:19]([CH2:2][C:3]1[CH:4]=[C:5]([C:14]([O:16][CH2:17][CH3:18])=[O:15])[CH:6]=[C:7]([CH:13]=1)[C:8]([O:10][CH2:11][CH3:12])=[O:9])=[N+:20]=[N-:21]. (2) Given the reactants [Na].[CH3:2][CH2:3]O.[C:5]([NH:8][CH:9]([C:15]([O-:17])=[O:16])[C:10]([O:12][CH2:13][CH3:14])=[O:11])(=[O:7])[CH3:6].Br[CH2:19][C:20]1[CH:25]=[CH:24][C:23]([CH2:26][CH3:27])=[C:22]([CH2:28][CH3:29])[CH:21]=1, predict the reaction product. The product is: [C:5]([NH:8][C:9]([CH2:19][C:20]1[CH:25]=[CH:24][C:23]([CH2:26][CH3:27])=[C:22]([CH2:28][CH3:29])[CH:21]=1)([C:15]([O:17][CH2:2][CH3:3])=[O:16])[C:10]([O:12][CH2:13][CH3:14])=[O:11])(=[O:7])[CH3:6].